This data is from Reaction yield outcomes from USPTO patents with 853,638 reactions. The task is: Predict the reaction yield, written as a fraction of the theoretical maximum amount of product (1.0 means a 100% yield; for example, 0.34 means a 34% yield). (1) The reactants are Cl[C:2]1[CH:7]=[C:6](Cl)[N:5]=[CH:4][N:3]=1.[CH3:9][O:10][C:11]1[CH:12]=[C:13]([CH:15]=[CH:16][CH:17]=1)[NH2:14].CCN(C(C)C)C(C)C.[CH:27]1([NH2:33])[CH2:32][CH2:31][CH2:30][CH2:29][CH2:28]1. The catalyst is CCCCO. The product is [CH:27]1([NH:33][C:2]2[CH:7]=[C:6]([NH:14][C:13]3[CH:15]=[CH:16][CH:17]=[C:11]([O:10][CH3:9])[CH:12]=3)[N:5]=[CH:4][N:3]=2)[CH2:32][CH2:31][CH2:30][CH2:29][CH2:28]1. The yield is 0.650. (2) The reactants are [CH:1]([O:4][C:5]([C:7]1[CH:12]=[C:11](B(O)O)[CH:10]=[CH:9][N:8]=1)=[O:6])([CH3:3])[CH3:2].C(=O)([O-])[O-].[K+].[K+].Br[C:23]1[CH:24]=[CH:25][C:26]([C:29]([OH:32])([CH3:31])[CH3:30])=[N:27][CH:28]=1. The catalyst is C1(C)C=CC=CC=1. The product is [OH:32][C:29]([C:26]1[N:27]=[CH:28][C:23]([C:11]2[CH:10]=[CH:9][N:8]=[C:7]([C:5]([O:4][CH:1]([CH3:3])[CH3:2])=[O:6])[CH:12]=2)=[CH:24][CH:25]=1)([CH3:31])[CH3:30]. The yield is 0.470. (3) The product is [NH2:11][C:8]1[CH:7]=[C:6]([C:4]([OH:5])=[O:3])[O:10][N:9]=1. The yield is 0.900. The reactants are C([O:3][C:4]([C:6]1[O:10][N:9]=[C:8]([NH2:11])[CH:7]=1)=[O:5])C.[OH-].[Li+]. The catalyst is C(#N)C.O. (4) The reactants are O[C:2]1([C:15]2[C:16]([C:21]3[CH:26]=[CH:25][CH:24]=[CH:23][CH:22]=3)=[N:17][O:18][C:19]=2[CH3:20])[CH2:7][CH2:6][N:5](C(OC(C)(C)C)=O)[CH2:4][CH2:3]1.C(=O)(O)[O-].[Na+]. The catalyst is O. The product is [CH3:20][C:19]1[O:18][N:17]=[C:16]([C:21]2[CH:26]=[CH:25][CH:24]=[CH:23][CH:22]=2)[C:15]=1[C:2]1[CH2:7][CH2:6][NH:5][CH2:4][CH:3]=1. The yield is 0.160. (5) The reactants are [Br:1][C:2]1[CH:7]=[CH:6][C:5](F)=[CH:4][C:3]=1[O:9][CH3:10].[CH2:11]([S-:13])[CH3:12].[Na+]. The catalyst is CN(C=O)C. The product is [Br:1][C:2]1[CH:7]=[CH:6][C:5]([S:13][CH2:11][CH3:12])=[CH:4][C:3]=1[O:9][CH3:10]. The yield is 0.170. (6) The reactants are [S:1]1[CH:5]=[CH:4][C:3]2[C:6](=O)[C:7]3[S:8][CH:9]=[CH:10][C:11]=3[C:12](=[O:13])[C:2]1=2.[BH4-].[Na+].[OH-].[K+].S([O:24][CH3:25])(OC)(=O)=O.[CH2:26](OCC)C. The catalyst is O.C(O)C. The product is [CH3:26][O:13][C:12]1[C:2]2[S:1][CH:5]=[CH:4][C:3]=2[C:6]([O:24][CH3:25])=[C:7]2[S:8][CH:9]=[CH:10][C:11]=12. The yield is 0.620. (7) The reactants are [Cl:1][C:2]1[C:18]([C:19]([F:22])([F:21])[F:20])=[CH:17][CH:16]=[CH:15][C:3]=1[CH2:4][N:5]1[C@@H:10]([CH2:11][CH3:12])[CH2:9][NH:8][C:7](=S)[C:6]1=[O:14].[N:23]1[CH:28]=[CH:27][N:26]=[CH:25][C:24]=1[C:29]([NH:31][NH2:32])=O. The catalyst is C(O)CCC. The product is [Cl:1][C:2]1[C:18]([C:19]([F:22])([F:21])[F:20])=[CH:17][CH:16]=[CH:15][C:3]=1[CH2:4][N:5]1[C@@H:10]([CH2:11][CH3:12])[CH2:9][N:8]2[C:29]([C:24]3[CH:25]=[N:26][CH:27]=[CH:28][N:23]=3)=[N:31][N:32]=[C:7]2[C:6]1=[O:14]. The yield is 0.750. (8) The reactants are O[CH2:2][CH2:3][CH2:4][CH2:5][CH2:6][N:7]([CH:16]([CH3:18])[CH3:17])[C:8](=[O:15])[CH2:9][CH2:10][CH2:11][CH2:12][CH2:13][CH3:14].C(Br)(Br)(Br)[Br:20].O. The catalyst is C(Cl)Cl. The product is [Br:20][CH2:2][CH2:3][CH2:4][CH2:5][CH2:6][N:7]([CH:16]([CH3:18])[CH3:17])[C:8](=[O:15])[CH2:9][CH2:10][CH2:11][CH2:12][CH2:13][CH3:14]. The yield is 0.910.